From a dataset of Full USPTO retrosynthesis dataset with 1.9M reactions from patents (1976-2016). Predict the reactants needed to synthesize the given product. (1) Given the product [C:19]([NH:27][C:28]1[C:29]2[N:30]=[CH:31][N:32]([C:64]=2[N:65]=[CH:66][N:67]=1)[C@@H:33]1[O:63][C@H:37]([CH2:38][O:39][C:40]([C:57]2[CH:62]=[CH:61][CH:60]=[CH:59][CH:58]=2)([C:49]2[CH:54]=[CH:53][C:52]([O:55][CH3:56])=[CH:51][CH:50]=2)[C:41]2[CH:42]=[CH:43][C:44]([O:47][CH3:48])=[CH:45][CH:46]=2)[C@@H:35]([O:36][P:8]([N:12]([CH:13]([CH3:14])[CH3:15])[CH:16]([CH3:17])[CH3:18])([O:9][CH2:88][CH2:87][O:86][CH2:85][CH2:84][O:83][C@@H:82]2[O:90][C@H:91]([CH2:102][O:103][C:104](=[O:106])[CH3:105])[C@@H:92]([O:98][C:99](=[O:101])[CH3:100])[C@H:93]([O:94][C:95](=[O:97])[CH3:96])[C@H:81]2[O:80][C:77](=[O:79])[CH3:78])=[O:10])[CH2:34]1)(=[O:26])[C:20]1[CH:25]=[CH:24][CH:23]=[CH:22][CH:21]=1, predict the reactants needed to synthesize it. The reactants are: C(N([P:8]([N:12]([CH:16]([CH3:18])[CH3:17])[CH:13]([CH3:15])[CH3:14])(Cl)([O-:10])[O-:9])C(C)C)(C)C.[C:19]([NH:27][C:28]1[C:29]2[N:30]=[CH:31][N:32]([C:64]=2[N:65]=[CH:66][N:67]=1)[C@@H:33]1[O:63][C@H:37]([CH2:38][O:39][C:40]([C:57]2[CH:62]=[CH:61][CH:60]=[CH:59][CH:58]=2)([C:49]2[CH:54]=[CH:53][C:52]([O:55][CH3:56])=[CH:51][CH:50]=2)[C:41]2[CH:46]=[CH:45][C:44]([O:47][CH3:48])=[CH:43][CH:42]=2)[C@@H:35]([OH:36])[CH2:34]1)(=[O:26])[C:20]1[CH:25]=[CH:24][CH:23]=[CH:22][CH:21]=1.C(N(C(C)C)C(C)C)C.[C:77]([O:80][C@@H:81]1[C@@H:93]([O:94][C:95](=[O:97])[CH3:96])[C@H:92]([O:98][C:99](=[O:101])[CH3:100])[C@@H:91]([CH2:102][O:103][C:104](=[O:106])[CH3:105])[O:90][C@H:82]1[O:83][CH2:84][CH2:85][O:86][CH2:87][CH2:88]O)(=[O:79])[CH3:78].N1C=NN=N1. (2) The reactants are: [H-].[Na+].[CH3:3][CH:4]1[CH2:9][CH2:8][N:7]([C:10]([C:12]2[CH:20]=[CH:19][C:18]3[NH:17][C:16]4[CH2:21][CH2:22][N:23]([C:25]([O:27][C:28]([CH3:31])([CH3:30])[CH3:29])=[O:26])[CH2:24][C:15]=4[C:14]=3[CH:13]=2)=[O:11])[CH2:6][CH2:5]1.[CH2:32]([S:35](Cl)(=[O:37])=[O:36])[CH2:33][CH3:34]. Given the product [CH3:3][CH:4]1[CH2:9][CH2:8][N:7]([C:10]([C:12]2[CH:20]=[CH:19][C:18]3[N:17]([S:35]([CH2:32][CH2:33][CH3:34])(=[O:37])=[O:36])[C:16]4[CH2:21][CH2:22][N:23]([C:25]([O:27][C:28]([CH3:30])([CH3:29])[CH3:31])=[O:26])[CH2:24][C:15]=4[C:14]=3[CH:13]=2)=[O:11])[CH2:6][CH2:5]1, predict the reactants needed to synthesize it.